Dataset: Forward reaction prediction with 1.9M reactions from USPTO patents (1976-2016). Task: Predict the product of the given reaction. (1) Given the reactants C(OC([N:8]([C:35]1[CH:40]=[CH:39][CH:38]=[CH:37][N:36]=1)[CH2:9][CH2:10][O:11][C:12]1[CH:13]=[C:14]([CH:32]=[CH:33][CH:34]=1)[CH2:15][C@@H:16]([C:28]([O:30]C)=[O:29])[NH:17][C:18](=[O:27])[C:19]1[C:24]([Cl:25])=[CH:23][CH:22]=[CH:21][C:20]=1[Cl:26])=O)(C)(C)C.Cl.O1CCOCC1.N.CO, predict the reaction product. The product is: [Cl:26][C:20]1[CH:21]=[CH:22][CH:23]=[C:24]([Cl:25])[C:19]=1[C:18]([NH:17][C@H:16]([C:28]([OH:30])=[O:29])[CH2:15][C:14]1[CH:32]=[CH:33][CH:34]=[C:12]([O:11][CH2:10][CH2:9][NH:8][C:35]2[CH:40]=[CH:39][CH:38]=[CH:37][N:36]=2)[CH:13]=1)=[O:27]. (2) Given the reactants [Cl:1][C:2]1[CH:7]=[C:6]([OH:8])[CH:5]=[CH:4][C:3]=1[C:9]1[N:13]=[C:12]([C:14]2[CH:15]=[CH:16][C:17]([O:22][CH:23]([CH3:25])[CH3:24])=[C:18]([CH:21]=2)[C:19]#[N:20])[O:11][N:10]=1.Br[CH2:27][CH2:28][CH2:29][C:30]([O:32][CH2:33][CH3:34])=[O:31].C(=O)([O-])[O-].[K+].[K+], predict the reaction product. The product is: [Cl:1][C:2]1[CH:7]=[C:6]([O:8][CH2:27][CH2:28][CH2:29][C:30]([O:32][CH2:33][CH3:34])=[O:31])[CH:5]=[CH:4][C:3]=1[C:9]1[N:13]=[C:12]([C:14]2[CH:15]=[CH:16][C:17]([O:22][CH:23]([CH3:25])[CH3:24])=[C:18]([C:19]#[N:20])[CH:21]=2)[O:11][N:10]=1. (3) Given the reactants O.Cl.C(OC([NH:10][C@@:11]1([C:35]([O:37]C(C)(C)C)=[O:36])[C@H:16]([CH2:17][S:18][C:19]2[CH:24]=[CH:23][C:22]([F:25])=[C:21]([F:26])[CH:20]=2)[C@@H:15]([OH:27])[C@@H:14]2[C@H:12]1[C@H:13]2[C:28]([O:30]C(C)(C)C)=[O:29])=O)(C)(C)C.[OH-].[Na+], predict the reaction product. The product is: [NH2:10][C@@:11]1([C:35]([OH:37])=[O:36])[C@H:16]([CH2:17][S:18][C:19]2[CH:24]=[CH:23][C:22]([F:25])=[C:21]([F:26])[CH:20]=2)[C@@H:15]([OH:27])[C@@H:14]2[C@H:12]1[C@H:13]2[C:28]([OH:30])=[O:29]. (4) Given the reactants [N+:1]([C:4]1[CH:12]=[C:11]2[C:7]([C:8]([C:13]3[CH:20]=[CH:19][C:16]([C:17]#[N:18])=[CH:15][CH:14]=3)=[CH:9][NH:10]2)=[CH:6][CH:5]=1)([O-:3])=[O:2].C(N(CC)CC)C.C(Cl)Cl.Cl.[N:32]1[CH:37]=[CH:36][CH:35]=[C:34]([S:38](Cl)(=[O:40])=[O:39])[CH:33]=1, predict the reaction product. The product is: [N+:1]([C:4]1[CH:12]=[C:11]2[C:7]([C:8]([C:13]3[CH:14]=[CH:15][C:16]([C:17]#[N:18])=[CH:19][CH:20]=3)=[CH:9][N:10]2[S:38]([C:34]2[CH:33]=[N:32][CH:37]=[CH:36][CH:35]=2)(=[O:40])=[O:39])=[CH:6][CH:5]=1)([O-:3])=[O:2]. (5) Given the reactants Cl.[NH2:2][C@@H:3]([CH2:17][CH2:18][C:19]1[CH:24]=[CH:23][CH:22]=[CH:21][CH:20]=1)/[CH:4]=[CH:5]/[C:6]([NH:8][C:9]1[CH:14]=[CH:13][C:12]([O:15][CH3:16])=[CH:11][CH:10]=1)=[O:7].CC(OC([N:32]1[CH2:35][CH2:34][C@H:33]1[C:36](O)=[O:37])=O)(C)C.CN([P+](ON1N=NC2C=CC=CC1=2)(N(C)C)N(C)C)C.F[P-](F)(F)(F)(F)F.CCN(C(C)C)C(C)C.[C:75]([OH:81])([C:77]([F:80])([F:79])[F:78])=[O:76], predict the reaction product. The product is: [F:78][C:77]([F:80])([F:79])[C:75]([OH:81])=[O:76].[CH3:16][O:15][C:12]1[CH:13]=[CH:14][C:9]([NH:8][C:6](=[O:7])/[CH:5]=[CH:4]/[C@@H:3]([NH:2][C:36]([C@@H:33]2[CH2:34][CH2:35][NH:32]2)=[O:37])[CH2:17][CH2:18][C:19]2[CH:20]=[CH:21][CH:22]=[CH:23][CH:24]=2)=[CH:10][CH:11]=1. (6) Given the reactants [NH2:1][C:2]1[N:6]([CH:7]2[CH2:12][CH2:11][CH2:10][NH:9][CH2:8]2)[N:5]=[C:4]([C:13]2[CH:18]=[CH:17][C:16]([O:19][C:20]3[CH:25]=[CH:24][CH:23]=[CH:22][CH:21]=3)=[CH:15][CH:14]=2)[C:3]=1[C:26]([NH2:28])=[O:27].[CH3:29][N:30]1[CH2:35][CH:34]=[C:33]([C:36](O)=[O:37])[CH2:32][CH2:31]1, predict the reaction product. The product is: [NH2:1][C:2]1[N:6]([CH:7]2[CH2:12][CH2:11][CH2:10][N:9]([C:36]([C:33]3[CH2:34][CH2:35][N:30]([CH3:29])[CH2:31][CH:32]=3)=[O:37])[CH2:8]2)[N:5]=[C:4]([C:13]2[CH:14]=[CH:15][C:16]([O:19][C:20]3[CH:25]=[CH:24][CH:23]=[CH:22][CH:21]=3)=[CH:17][CH:18]=2)[C:3]=1[C:26]([NH2:28])=[O:27]. (7) Given the reactants [C@H:1]12[CH2:6][C@H:5]1[CH2:4][NH:3][C@@H:2]2[CH2:7][NH:8][C:9](=[O:14])[C:10]([F:13])([F:12])[F:11].[CH3:15][C:16]1[S:17][C:18]([C:24]2[CH:25]=[C:26]([CH3:30])[CH:27]=[CH:28][CH:29]=2)=[C:19]([C:21](O)=[O:22])[N:20]=1, predict the reaction product. The product is: [F:13][C:10]([F:12])([F:11])[C:9]([NH:8][CH2:7][C@H:2]1[N:3]([C:21]([C:19]2[N:20]=[C:16]([CH3:15])[S:17][C:18]=2[C:24]2[CH:25]=[C:26]([CH3:30])[CH:27]=[CH:28][CH:29]=2)=[O:22])[CH2:4][C@H:5]2[C@@H:1]1[CH2:6]2)=[O:14]. (8) Given the reactants [Cl:1][C:2]1[CH:7]=[CH:6][N:5]=[C:4]2[CH:8]=[C:9]([C:11]([OH:13])=O)[S:10][C:3]=12.Cl.C1C=CC2N(O)N=NC=2C=1.O.[CH3:26][N:27]([CH3:33])[C@H:28]1[CH2:32][CH2:31][NH:30][CH2:29]1, predict the reaction product. The product is: [Cl:1][C:2]1[CH:7]=[CH:6][N:5]=[C:4]2[CH:8]=[C:9]([C:11]([N:30]3[CH2:31][CH2:32][C@H:28]([N:27]([CH3:33])[CH3:26])[CH2:29]3)=[O:13])[S:10][C:3]=12.